Dataset: Catalyst prediction with 721,799 reactions and 888 catalyst types from USPTO. Task: Predict which catalyst facilitates the given reaction. Reactant: CC1C=CC(S([N:11]2[N:15]3[C:16]4[C:25]5[C:20](=[CH:21][CH:22]=[CH:23][CH:24]=5)[N:19]=[C:18]([NH2:26])[C:17]=4[N:27]=[C:14]3[CH:13]=[CH:12]2)(=O)=O)=CC=1.[O-]CC.[Na+].C(OC)(C)(C)C. Product: [CH:24]1[CH:23]=[CH:22][CH:21]=[C:20]2[C:25]=1[C:16]1[N:15]3[NH:11][CH:12]=[CH:13][C:14]3=[N:27][C:17]=1[C:18]([NH2:26])=[N:19]2. The catalyst class is: 8.